Dataset: Reaction yield outcomes from USPTO patents with 853,638 reactions. Task: Predict the reaction yield, written as a fraction of the theoretical maximum amount of product (1.0 means a 100% yield; for example, 0.34 means a 34% yield). (1) The reactants are C(=O)([O-])[O-].[K+].[K+].I[CH2:8][CH3:9].[C:10]([C:14]1[C:15]([Cl:22])=[CH:16][C:17]([I:21])=[C:18]([OH:20])[CH:19]=1)([CH3:13])([CH3:12])[CH3:11]. The catalyst is CC(=O)CC. The product is [C:10]([C:14]1[C:15]([Cl:22])=[CH:16][C:17]([I:21])=[C:18]([O:20][CH2:8][CH3:9])[CH:19]=1)([CH3:13])([CH3:11])[CH3:12]. The yield is 0.850. (2) The reactants are [CH3:1][O:2][C:3]1[CH:4]=[C:5]([C@@H:11]2[NH:15][C@H:14]([C:16]([OH:18])=[O:17])[CH2:13][CH2:12]2)[CH:6]=[CH:7][C:8]=1[O:9][CH3:10].CCN(C(C)C)C(C)C.[CH3:28][C:29]([O:32][C:33](O[C:33]([O:32][C:29]([CH3:31])([CH3:30])[CH3:28])=[O:34])=[O:34])([CH3:31])[CH3:30].C1COCC1. The catalyst is ClCCl. The product is [C:29]([O:32][C:33]([N:15]1[C@@H:11]([C:5]2[CH:6]=[CH:7][C:8]([O:9][CH3:10])=[C:3]([O:2][CH3:1])[CH:4]=2)[CH2:12][CH2:13][C@H:14]1[C:16]([OH:18])=[O:17])=[O:34])([CH3:31])([CH3:30])[CH3:28]. The yield is 1.00. (3) The reactants are [Br:1][C:2]1[CH:10]=[C:9]2[C:5]([C:6]([CH:17]=O)=[N:7][N:8]2[CH:11]2[CH2:16][CH2:15][CH2:14][CH2:13][O:12]2)=[CH:4][CH:3]=1.C([N:21](CC)CC)C.Cl.NO.C(OC(C(F)(F)F)=O)(C(F)(F)F)=O. The yield is 0.990. The product is [Br:1][C:2]1[CH:10]=[C:9]2[C:5]([C:6]([C:17]#[N:21])=[N:7][N:8]2[CH:11]2[CH2:16][CH2:15][CH2:14][CH2:13][O:12]2)=[CH:4][CH:3]=1. The catalyst is CC#N.O. (4) The reactants are [F:1][C:2]1[CH:7]=[CH:6][C:5]([C:8]2[N:9]=[C:10]3[CH2:15][N:14]([C:16]([O:18][C:19]([CH3:22])([CH3:21])[CH3:20])=[O:17])[CH2:13][CH2:12][N:11]3[CH:23]=2)=[CH:4][CH:3]=1.C1C(=O)N([I:31])C(=O)C1. The catalyst is C(Cl)Cl.O. The product is [F:1][C:2]1[CH:7]=[CH:6][C:5]([C:8]2[N:9]=[C:10]3[CH2:15][N:14]([C:16]([O:18][C:19]([CH3:20])([CH3:22])[CH3:21])=[O:17])[CH2:13][CH2:12][N:11]3[C:23]=2[I:31])=[CH:4][CH:3]=1. The yield is 0.840. (5) The reactants are [O:1]1[C:5]2[CH:6]=[CH:7][C:8](B(O)O)=[CH:9][C:4]=2[CH2:3][CH2:2]1.I[C:14]1[C:22]2[C:17](=[N:18][CH:19]=[N:20][C:21]=2[NH2:23])[N:16]([CH:24]([CH3:26])[CH3:25])[N:15]=1.C([O-])([O-])=O.[Na+].[Na+]. The catalyst is CCO.COCCOC.C1C=CC([P]([Pd]([P](C2C=CC=CC=2)(C2C=CC=CC=2)C2C=CC=CC=2)([P](C2C=CC=CC=2)(C2C=CC=CC=2)C2C=CC=CC=2)[P](C2C=CC=CC=2)(C2C=CC=CC=2)C2C=CC=CC=2)(C2C=CC=CC=2)C2C=CC=CC=2)=CC=1. The product is [O:1]1[C:5]2[CH:6]=[CH:7][C:8]([C:14]3[C:22]4[C:17](=[N:18][CH:19]=[N:20][C:21]=4[NH2:23])[N:16]([CH:24]([CH3:26])[CH3:25])[N:15]=3)=[CH:9][C:4]=2[CH2:3][CH2:2]1. The yield is 0.590. (6) The reactants are [CH3:1][N:2]1[CH2:7][CH2:6][C:5]([C:10]2[CH:15]=[CH:14][C:13]([Cl:16])=[CH:12][CH:11]=2)([C:8]#[N:9])[CH2:4][CH2:3]1.[H-].[H-].[H-].[H-].[Li+].[Al+3]. The catalyst is C1COCC1. The product is [CH3:1][N:2]1[CH2:3][CH2:4][C:5]([C:10]2[CH:11]=[CH:12][C:13]([Cl:16])=[CH:14][CH:15]=2)([CH2:8][NH2:9])[CH2:6][CH2:7]1. The yield is 0.870. (7) The reactants are [Si:1]([O:8][C@@H:9]1[CH2:14][CH2:13][C@H:12]([N:15]2[CH2:19][CH2:18][C:17]3([CH2:24][CH2:23][CH2:22][N:21](C(OCC4C=CC=CC=4)=O)[CH2:20]3)[C:16]2=[O:35])[CH2:11][CH2:10]1)([C:4]([CH3:7])([CH3:6])[CH3:5])([CH3:3])[CH3:2]. The catalyst is CO.[Pd]. The product is [Si:1]([O:8][C@@H:9]1[CH2:14][CH2:13][C@H:12]([N:15]2[CH2:19][CH2:18][C:17]3([CH2:24][CH2:23][CH2:22][NH:21][CH2:20]3)[C:16]2=[O:35])[CH2:11][CH2:10]1)([C:4]([CH3:7])([CH3:5])[CH3:6])([CH3:3])[CH3:2]. The yield is 1.00. (8) The reactants are [BH4-].[Na+].[CH3:3][CH:4]([O:6][C:7]([N:9]1[CH2:14][CH2:13][CH:12]([CH2:15][O:16][C:17]2[C:18]([C:33](OC)=[O:34])=[N:19][C:20]([C:23]3[CH:28]=[CH:27][C:26]([S:29]([CH3:32])(=[O:31])=[O:30])=[CH:25][CH:24]=3)=[CH:21][CH:22]=2)[CH2:11][CH2:10]1)=[O:8])[CH3:5].CO. The catalyst is C1COCC1. The product is [OH:34][CH2:33][C:18]1[C:17]([O:16][CH2:15][CH:12]2[CH2:11][CH2:10][N:9]([C:7]([O:6][CH:4]([CH3:5])[CH3:3])=[O:8])[CH2:14][CH2:13]2)=[CH:22][CH:21]=[C:20]([C:23]2[CH:24]=[CH:25][C:26]([S:29]([CH3:32])(=[O:31])=[O:30])=[CH:27][CH:28]=2)[N:19]=1. The yield is 0.810. (9) The reactants are O[C@H](CC)[C@@H](N([C:12]1[CH:17]=[CH:16][C:15]([C:18]2[CH:23]=[CH:22][CH:21]=[CH:20][CH:19]=2)=[CH:14][CH:13]=1)C(OC)=O)C(O)=O.O[C@@H:27]([CH2:49][CH3:50])[C@@H:28]([N:32]([C:37]1C=CC(C2C=CC=CC=2)=CC=1)[C:33]([O:35]C)=[O:34])[C:29]([OH:31])=[O:30].CCN(CC)CC.CN(C(ON1N=NC2C=CC=CC1=2)=[N+](C)C)C.[B-](F)(F)(F)F. The catalyst is C(Cl)Cl. The product is [C:18]1([C:15]2[CH:14]=[CH:13][C:12]([O:35][C:33](=[O:34])[N:32]([CH3:37])[C@H:28]3[C:29](=[O:31])[O:30][C@@H:27]3[CH2:49][CH3:50])=[CH:17][CH:16]=2)[CH:19]=[CH:20][CH:21]=[CH:22][CH:23]=1. The yield is 0.570.